Dataset: Catalyst prediction with 721,799 reactions and 888 catalyst types from USPTO. Task: Predict which catalyst facilitates the given reaction. (1) Reactant: [CH2:1]([C:3]1[CH:8]=[CH:7][C:6]([NH:9][C:10](=[O:42])[O:11][CH2:12][C:13]2([C:30](=[O:41])[NH:31][CH2:32][C:33]3[CH:38]=[CH:37][CH:36]=[C:35]([F:39])[C:34]=3[CH3:40])[CH2:18][CH2:17][N:16]([C:19](=[O:29])[CH2:20][NH:21]C(OC(C)(C)C)=O)[CH2:15][CH2:14]2)=[CH:5][CH:4]=1)[CH3:2].Cl. Product: [CH2:1]([C:3]1[CH:4]=[CH:5][C:6]([NH:9][C:10](=[O:42])[O:11][CH2:12][C:13]2([C:30](=[O:41])[NH:31][CH2:32][C:33]3[CH:38]=[CH:37][CH:36]=[C:35]([F:39])[C:34]=3[CH3:40])[CH2:14][CH2:15][N:16]([C:19](=[O:29])[CH2:20][NH2:21])[CH2:17][CH2:18]2)=[CH:7][CH:8]=1)[CH3:2]. The catalyst class is: 2. (2) Reactant: [CH3:1][O:2][C:3]1[CH:4]=[C:5]2[C:10](=[CH:11][C:12]=1[O:13][CH3:14])[N:9]=[CH:8][N:7]=[C:6]2[NH2:15].[H-].[Na+].Br[CH2:19][C:20]1[C:29](=[O:30])[C:28]2[C:23](=[CH:24][C:25]([Cl:31])=[CH:26][CH:27]=2)[N:22]([C:32]2[CH:37]=[CH:36][CH:35]=[CH:34][CH:33]=2)[CH:21]=1. Product: [Cl:31][C:25]1[CH:24]=[C:23]2[C:28]([C:29](=[O:30])[C:20]([CH2:19][NH:15][C:6]3[C:5]4[C:10](=[CH:11][C:12]([O:13][CH3:14])=[C:3]([O:2][CH3:1])[CH:4]=4)[N:9]=[CH:8][N:7]=3)=[CH:21][N:22]2[C:32]2[CH:37]=[CH:36][CH:35]=[CH:34][CH:33]=2)=[CH:27][CH:26]=1. The catalyst class is: 3. (3) Reactant: [Br:1][C:2]1[CH:3]=[CH:4][CH:5]=[C:6]2[C:11]=1[N:10]=[CH:9][C:8]([C:12]([O:14]CC)=[O:13])=[C:7]2[N:17]([S:19]([C:22]1[CH:27]=[CH:26][C:25]([O:28][CH2:29][C:30]#[C:31][CH3:32])=[CH:24][CH:23]=1)(=[O:21])=[O:20])[CH3:18].[OH-].[Na+].CO. Product: [Br:1][C:2]1[CH:3]=[CH:4][CH:5]=[C:6]2[C:11]=1[N:10]=[CH:9][C:8]([C:12]([OH:14])=[O:13])=[C:7]2[N:17]([S:19]([C:22]1[CH:23]=[CH:24][C:25]([O:28][CH2:29][C:30]#[C:31][CH3:32])=[CH:26][CH:27]=1)(=[O:20])=[O:21])[CH3:18]. The catalyst class is: 6. (4) Product: [F:26][C:27]1[N:32]2[CH:33]=[C:34]([CH:36]([NH:37][C:38]3[CH:43]=[CH:42][N:41]=[C:40]([O:44][CH3:45])[CH:39]=3)[C:8]([C:10]3[C:18]4[C:13](=[CH:14][CH:15]=[CH:16][CH:17]=4)[NH:12][CH:11]=3)=[O:9])[N:35]=[C:31]2[CH:30]=[CH:29][CH:28]=1. Reactant: C(N(CC)CC)C.[CH:8]([C:10]1[C:18]2[C:13](=[CH:14][CH:15]=[CH:16][CH:17]=2)[N:12](C(OC(C)(C)C)=O)[CH:11]=1)=[O:9].[F:26][C:27]1[N:32]2[CH:33]=[C:34]([CH:36]=[N:37][C:38]3[CH:43]=[CH:42][N:41]=[C:40]([O:44][CH3:45])[CH:39]=3)[N:35]=[C:31]2[CH:30]=[CH:29][CH:28]=1. The catalyst class is: 433. (5) Reactant: [N:1]([CH2:4][C@@H:5]1[C@@H:9](O)[CH2:8][N:7]([C:11]([O:13][CH2:14][C:15]2[CH:20]=[CH:19][CH:18]=[CH:17][CH:16]=2)=[O:12])[CH2:6]1)=[N+:2]=[N-:3].C(N(S(F)(F)[F:27])CC)C.C(=O)(O)[O-].[Na+]. Product: [N:1]([CH2:4][C@@H:5]1[C@H:9]([F:27])[CH2:8][N:7]([C:11]([O:13][CH2:14][C:15]2[CH:20]=[CH:19][CH:18]=[CH:17][CH:16]=2)=[O:12])[CH2:6]1)=[N+:2]=[N-:3]. The catalyst class is: 4. (6) Reactant: C1CO[C:8]23OCCO[C:3]2([C@:4]2([CH2:27][CH2:26][C@H:25]4[C@@H:15]([CH2:16][C:17](=[CH2:28])[CH:18]5[C@:23]4([CH3:24])[CH2:22][CH2:21][CH2:20][CH2:19]5)[C@@H:6]2[CH2:7]3)[CH3:5])[O:2]1.CC1C=CC(S(O)(=O)=O)=CC=1.[OH2:40].C([O-])(O)=O.[Na+]. Product: [CH2:28]=[C:17]1[CH:18]2[C@:23]([CH3:24])([CH2:22][CH2:21][C:20](=[O:40])[CH2:19]2)[C@@H:25]2[C@H:15]([C@H:6]3[C@@:4]([CH2:27][CH2:26]2)([CH3:5])[C:3](=[O:2])[CH2:8][CH2:7]3)[CH2:16]1. The catalyst class is: 21. (7) Reactant: O[C:2]1[C:11]2[C:6](=[N:7][CH:8]=[CH:9][CH:10]=2)[N:5]([C:12]2[CH:17]=[CH:16][CH:15]=[CH:14][CH:13]=2)[C:4](=[O:18])[C:3]=1[C:19](=O)[CH2:20][C:21]1[CH:26]=[CH:25][C:24]([O:27][CH3:28])=[C:23]([O:29][CH3:30])[CH:22]=1.O.[NH2:33][NH2:34]. Product: [CH3:30][O:29][C:23]1[CH:22]=[C:21]([CH:26]=[CH:25][C:24]=1[O:27][CH3:28])[CH2:20][C:19]1[C:3]2[C:4](=[O:18])[N:5]([C:12]3[CH:13]=[CH:14][CH:15]=[CH:16][CH:17]=3)[C:6]3[N:7]=[CH:8][CH:9]=[CH:10][C:11]=3[C:2]=2[NH:34][N:33]=1. The catalyst class is: 3. (8) Reactant: C[O:2][C:3]1[N:8]=[CH:7][C:6]([C:9]2[CH:14]=[CH:13][N:12]3[C:15]([C:18]4[CH:19]=[C:20]([NH:24][C:25]([NH:27][CH2:28][C:29]([F:32])([F:31])[F:30])=[O:26])[CH:21]=[CH:22][CH:23]=4)=[CH:16][N:17]=[C:11]3[CH:10]=2)=[CH:5][CH:4]=1.P(Br)(Br)Br. Product: [O:2]=[C:3]1[NH:8][CH:7]=[C:6]([C:9]2[CH:14]=[CH:13][N:12]3[C:15]([C:18]4[CH:19]=[C:20]([NH:24][C:25]([NH:27][CH2:28][C:29]([F:30])([F:31])[F:32])=[O:26])[CH:21]=[CH:22][CH:23]=4)=[CH:16][N:17]=[C:11]3[CH:10]=2)[CH:5]=[CH:4]1. The catalyst class is: 26.